This data is from NCI-60 drug combinations with 297,098 pairs across 59 cell lines. The task is: Regression. Given two drug SMILES strings and cell line genomic features, predict the synergy score measuring deviation from expected non-interaction effect. Drug 1: CCC1(CC2CC(C3=C(CCN(C2)C1)C4=CC=CC=C4N3)(C5=C(C=C6C(=C5)C78CCN9C7C(C=CC9)(C(C(C8N6C)(C(=O)OC)O)OC(=O)C)CC)OC)C(=O)OC)O.OS(=O)(=O)O. Drug 2: CCC1=C2CN3C(=CC4=C(C3=O)COC(=O)C4(CC)O)C2=NC5=C1C=C(C=C5)O. Cell line: 786-0. Synergy scores: CSS=10.4, Synergy_ZIP=6.24, Synergy_Bliss=5.95, Synergy_Loewe=-19.5, Synergy_HSA=2.71.